Dataset: Full USPTO retrosynthesis dataset with 1.9M reactions from patents (1976-2016). Task: Predict the reactants needed to synthesize the given product. (1) Given the product [CH3:1][C:2]1[CH:7]=[CH:6][CH:5]=[C:4]([CH3:8])[C:3]=1[C:9]1[CH:18]=[CH:17][C:16]2[C:15]3=[N:19][C:25]4[CH:30]=[CH:29][CH:28]=[CH:27][C:26]=4[N:14]3[C:13]3[CH:20]=[CH:21][CH:22]=[CH:23][C:12]=3[C:11]=2[N:10]=1, predict the reactants needed to synthesize it. The reactants are: [CH3:1][C:2]1[CH:7]=[CH:6][CH:5]=[C:4]([CH3:8])[C:3]=1[C:9]1[CH:18]=[CH:17][C:16]2[C:15]([NH2:19])=[N:14][C:13]3[CH:20]=[CH:21][CH:22]=[CH:23][C:12]=3[C:11]=2[N:10]=1.I[C:25]1[CH:30]=[CH:29][CH:28]=[CH:27][C:26]=1I.CNCCNC.C(=O)([O-])[O-].[Cs+].[Cs+]. (2) Given the product [Cl:1][C:2]1[CH:7]=[C:6]([NH:25][C:24]2[CH:23]=[CH:22][C:21]([O:20][CH2:13][C:14]3[CH:15]=[CH:16][CH:17]=[CH:18][CH:19]=3)=[CH:27][CH:26]=2)[C:5]([N+:9]([O-:11])=[O:10])=[CH:4][N:3]=1, predict the reactants needed to synthesize it. The reactants are: [Cl:1][C:2]1[CH:7]=[C:6](Cl)[C:5]([N+:9]([O-:11])=[O:10])=[CH:4][N:3]=1.Cl.[CH2:13]([O:20][C:21]1[CH:27]=[CH:26][C:24]([NH2:25])=[CH:23][CH:22]=1)[C:14]1[CH:19]=[CH:18][CH:17]=[CH:16][CH:15]=1.CCN(CC)CC.O. (3) Given the product [Cl:1][C:2]1[C:11]([O:12][CH2:13][C:14]2[CH:15]=[CH:16][C:17]([O:20][CH3:21])=[CH:18][CH:19]=2)=[C:10]([O:22][CH2:23][C:24]2[CH:29]=[CH:28][C:27]([O:30][CH3:31])=[CH:26][CH:25]=2)[CH:9]=[C:8]2[C:3]=1[C:4](=[O:46])[C:5]([C:34]([OH:36])=[O:35])=[CH:6][N:7]2[CH2:32][CH3:33], predict the reactants needed to synthesize it. The reactants are: [Cl:1][C:2]1[C:11]([O:12][CH2:13][C:14]2[CH:19]=[CH:18][C:17]([O:20][CH3:21])=[CH:16][CH:15]=2)=[C:10]([O:22][CH2:23][C:24]2[CH:29]=[CH:28][C:27]([O:30][CH3:31])=[CH:26][CH:25]=2)[CH:9]=[C:8]2[C:3]=1[C:4](=[O:46])[C:5]([C:34]([O:36]CC1C=CC(OC)=CC=1)=[O:35])=[CH:6][N:7]2[CH2:32][CH3:33].[OH-].[K+].